This data is from Forward reaction prediction with 1.9M reactions from USPTO patents (1976-2016). The task is: Predict the product of the given reaction. (1) Given the reactants Br[CH2:2][CH2:3]Br.[CH2:5]([O:12][C:13]1[CH:14]=[C:15]([N:19]2[C:23]3[N:24]=[C:25]([C:29]4[CH:34]=[CH:33][C:32]([O:35][CH3:36])=[C:31]([F:37])[CH:30]=4)[N:26]=[C:27]([CH3:28])[C:22]=3[CH2:21][C:20]2=[O:38])[CH:16]=[CH:17][CH:18]=1)[C:6]1[CH:11]=[CH:10][CH:9]=[CH:8][CH:7]=1.C(=O)([O-])[O-].[K+].[K+], predict the reaction product. The product is: [CH2:5]([O:12][C:13]1[CH:14]=[C:15]([N:19]2[C:23]3[N:24]=[C:25]([C:29]4[CH:34]=[CH:33][C:32]([O:35][CH3:36])=[C:31]([F:37])[CH:30]=4)[N:26]=[C:27]([CH3:28])[C:22]=3[C:21]3([CH2:3][CH2:2]3)[C:20]2=[O:38])[CH:16]=[CH:17][CH:18]=1)[C:6]1[CH:7]=[CH:8][CH:9]=[CH:10][CH:11]=1. (2) Given the reactants [CH3:1][C:2]1[N:7]=[C:6]([C:8]#[C:9][CH:10]=[C:11]2[CH2:16][CH2:15][N:14](C3C4C(=CC=CC=4)C=NC=3)[CH2:13][CH2:12]2)[CH:5]=[CH:4][CH:3]=1.Br[C:28]1[S:29][CH:30]=[CH:31][C:32]=1[C:33]#[N:34], predict the reaction product. The product is: [CH3:1][C:2]1[N:7]=[C:6]([C:8]#[C:9][CH:10]=[C:11]2[CH2:12][CH2:13][N:14]([C:28]3[S:29][CH:30]=[CH:31][C:32]=3[C:33]#[N:34])[CH2:15][CH2:16]2)[CH:5]=[CH:4][CH:3]=1. (3) Given the reactants Cl.[CH2:2]([NH:6][C@H:7]1[CH2:12][CH2:11][C@H:10]([CH3:13])[CH2:9][CH2:8]1)[CH2:3][C:4]#[CH:5].Br[C:15]1[CH:20]=[CH:19][C:18]([S:21]([CH3:24])(=[O:23])=[O:22])=[CH:17][CH:16]=1, predict the reaction product. The product is: [CH3:24][S:21]([C:18]1[CH:19]=[CH:20][C:15]([C:5]#[C:4][CH2:3][CH2:2][NH:6][C@H:7]2[CH2:8][CH2:9][C@H:10]([CH3:13])[CH2:11][CH2:12]2)=[CH:16][CH:17]=1)(=[O:23])=[O:22]. (4) The product is: [Cl:1][CH2:2][C:3]([N:9]1[CH2:10][CH2:11][N:6]([C:12]2[N:13]=[CH:14][CH:15]=[CH:16][N:17]=2)[CH2:7][CH2:8]1)=[O:4]. Given the reactants [Cl:1][CH2:2][C:3](Cl)=[O:4].[N:6]1([C:12]2[N:17]=[CH:16][CH:15]=[CH:14][N:13]=2)[CH2:11][CH2:10][NH:9][CH2:8][CH2:7]1.C(N(CC)CC)C.O, predict the reaction product. (5) Given the reactants [Si:1]([O:8][CH2:9][CH2:10][CH2:11][C:12]1[CH:13]=[C:14]([OH:18])[CH:15]=[CH:16][CH:17]=1)([C:4]([CH3:7])([CH3:6])[CH3:5])([CH3:3])[CH3:2].[C:19]([O:23][CH3:24])(=[O:22])[C:20]#[CH:21].CN1CCOCC1, predict the reaction product. The product is: [Si:1]([O:8][CH2:9][CH2:10][CH2:11][C:12]1[CH:13]=[C:14]([CH:15]=[CH:16][CH:17]=1)[O:18]/[CH:21]=[CH:20]/[C:19]([O:23][CH3:24])=[O:22])([C:4]([CH3:7])([CH3:6])[CH3:5])([CH3:3])[CH3:2]. (6) Given the reactants [C:1]([N:4]1[CH2:9][CH2:8][C:7]2[N:10]([CH3:25])[N:11]=[C:12]([N:13]3[C:21]4[C:16](=[CH:17][CH:18]=[C:19]([C:22]([OH:24])=[O:23])[CH:20]=4)[CH2:15][CH2:14]3)[C:6]=2[CH2:5]1)(=[O:3])[CH3:2].O=S(Cl)Cl.[CH3:30]O, predict the reaction product. The product is: [C:1]([N:4]1[CH2:9][CH2:8][C:7]2[N:10]([CH3:25])[N:11]=[C:12]([N:13]3[C:21]4[C:16](=[CH:17][CH:18]=[C:19]([C:22]([O:24][CH3:30])=[O:23])[CH:20]=4)[CH2:15][CH2:14]3)[C:6]=2[CH2:5]1)(=[O:3])[CH3:2].